This data is from Forward reaction prediction with 1.9M reactions from USPTO patents (1976-2016). The task is: Predict the product of the given reaction. (1) Given the reactants C1C=CC(P(C2C=CC=CC=2)C2C=CC=CC=2)=CC=1.[N:20]([CH2:23][C:24]1[CH:29]=[C:28]([N+:30]([O-:32])=[O:31])[CH:27]=[C:26]([O:33][CH3:34])[CH:25]=1)=[N+]=[N-].O, predict the reaction product. The product is: [CH3:34][O:33][C:26]1[CH:25]=[C:24]([CH2:23][NH2:20])[CH:29]=[C:28]([N+:30]([O-:32])=[O:31])[CH:27]=1. (2) Given the reactants [F:1][C:2]1[CH:10]=[CH:9][CH:8]=[C:7]2[C:3]=1[C:4](I)=[N:5][N:6]2C1CCCCO1.[F:18][C:19]1[C:20](B2OC(C)(C)C(C)(C)O2)=[CH:21][C:22]([O:29][CH3:30])=[C:23]([CH:28]=1)[C:24]([O:26][CH3:27])=[O:25].C([O-])([O-])=O.[Na+].[Na+], predict the reaction product. The product is: [F:18][C:19]1[C:20]([C:4]2[C:3]3[C:7](=[CH:8][CH:9]=[CH:10][C:2]=3[F:1])[NH:6][N:5]=2)=[CH:21][C:22]([O:29][CH3:30])=[C:23]([CH:28]=1)[C:24]([O:26][CH3:27])=[O:25]. (3) Given the reactants [F:1][C:2]1[CH:7]=[CH:6][C:5]([C:8](=O)[CH:9]([C:16]2[CH:21]=[CH:20][CH:19]=[CH:18][CH:17]=2)[CH2:10][C:11](=O)[CH:12]([CH3:14])[CH3:13])=[CH:4][CH:3]=1.[NH2:23][CH2:24][CH2:25][C@H:26]1[O:31][B:30]([CH2:32][CH3:33])[O:29][C@@H:28]([CH2:34][C:35]([O:37][C:38]([CH3:41])([CH3:40])[CH3:39])=[O:36])[CH2:27]1, predict the reaction product. The product is: [CH2:32]([B:30]1[O:29][C@@H:28]([CH2:34][C:35]([O:37][C:38]([CH3:39])([CH3:40])[CH3:41])=[O:36])[CH2:27][C@@H:26]([CH2:25][CH2:24][N:23]2[C:11]([CH:12]([CH3:14])[CH3:13])=[CH:10][C:9]([C:16]3[CH:21]=[CH:20][CH:19]=[CH:18][CH:17]=3)=[C:8]2[C:5]2[CH:6]=[CH:7][C:2]([F:1])=[CH:3][CH:4]=2)[O:31]1)[CH3:33]. (4) Given the reactants [Cl:1][C:2]1[CH:29]=[CH:28][C:5]2[NH:6][C:7]([C@@H:9]([NH:11][C:12](=[O:27])[C:13]3[CH:18]=[CH:17][C:16]([N:19]4[CH2:24][CH2:23][S:22][CH2:21][C:20]4=[O:25])=[C:15]([CH3:26])[CH:14]=3)[CH3:10])=[N:8][C:4]=2[CH:3]=1.ClC1C=CC=C(C(OO)=[O:38])C=1.C(=O)([O-])O.[Na+], predict the reaction product. The product is: [Cl:1][C:2]1[CH:29]=[CH:28][C:5]2[NH:6][C:7]([C@@H:9]([NH:11][C:12](=[O:27])[C:13]3[CH:18]=[CH:17][C:16]([N:19]4[CH2:24][CH2:23][S:22](=[O:38])[CH2:21][C:20]4=[O:25])=[C:15]([CH3:26])[CH:14]=3)[CH3:10])=[N:8][C:4]=2[CH:3]=1. (5) The product is: [CH3:17][NH:7][C:6]1[CH:8]=[CH:9][C:3]([O:2][CH3:1])=[CH:4][C:5]=1[N+:10]([O-:12])=[O:11]. Given the reactants [CH3:1][O:2][C:3]1[CH:9]=[CH:8][C:6]([NH2:7])=[C:5]([N+:10]([O-:12])=[O:11])[CH:4]=1.[H-].[Na+].CI.[C:17]([O-])(O)=O.[Na+], predict the reaction product. (6) Given the reactants [NH2:1][C:2]1[CH:3]=[C:4]2[C:8](=[CH:9][CH:10]=1)[CH:7](O)[CH2:6][CH2:5]2.Cl, predict the reaction product. The product is: [CH2:5]1[C:4]2[C:8](=[CH:9][CH:10]=[C:2]([NH2:1])[CH:3]=2)[CH:7]=[CH:6]1.